Task: Predict the reactants needed to synthesize the given product.. Dataset: Full USPTO retrosynthesis dataset with 1.9M reactions from patents (1976-2016) (1) Given the product [CH2:11]([CH:15]([CH2:18][CH:19]=[CH2:20])[CH:16]=[O:17])[CH:12]([CH3:14])[CH3:13], predict the reactants needed to synthesize it. The reactants are: C(Cl)(=O)C(Cl)=O.CS(C)=O.[CH2:11]([CH:15]([CH2:18][CH:19]=[CH2:20])[CH2:16][OH:17])[CH:12]([CH3:14])[CH3:13].[Cl-].[NH4+]. (2) The reactants are: [Cl:1][C:2]1[N:7]=[C:6]([NH:8][C:9]2[CH:14]=[CH:13][C:12]([CH3:15])=[CH:11][C:10]=2[Br:16])[CH:5]=[CH:4][N:3]=1.Cl[CH2:18][C:19]#[N:20].C(=O)([O-])[O-].[K+].[K+]. Given the product [CH3:9][CH2:10][CH2:11][CH:12]([CH3:15])[CH3:13].[Cl:1][C:2]1[N:7]=[C:6]([N:8]([CH2:18][C:19]#[N:20])[C:9]2[CH:14]=[CH:13][C:12]([CH3:15])=[CH:11][C:10]=2[Br:16])[CH:5]=[CH:4][N:3]=1, predict the reactants needed to synthesize it. (3) Given the product [Cl:1][C:2]1[CH:3]=[CH:4][C:5]2[N:9]=[C:8]([C:27]3[CH:28]=[N:29][CH:30]=[C:31]([CH:34]=3)[CH:32]=[O:33])[N:7]([CH3:11])[C:6]=2[CH:12]=1, predict the reactants needed to synthesize it. The reactants are: [Cl:1][C:2]1[CH:3]=[CH:4][C:5]2[N:9]=[C:8](I)[N:7]([CH3:11])[C:6]=2[CH:12]=1.C(=O)([O-])[O-].[Na+].[Na+].CC1(C)C(C)(C)OB([C:27]2[CH:28]=[N:29][CH:30]=[C:31]([CH:34]=2)[CH:32]=[O:33])O1. (4) Given the product [Br:11][C:12]1[CH:13]=[C:14]2[C:19](=[CH:20][CH:21]=1)[CH:18]=[C:17]([C:22]([NH:2][OH:3])=[NH:23])[CH:16]=[CH:15]2, predict the reactants needed to synthesize it. The reactants are: Cl.[NH2:2][OH:3].C(N(CC)CC)C.[Br:11][C:12]1[CH:13]=[C:14]2[C:19](=[CH:20][CH:21]=1)[CH:18]=[C:17]([C:22]#[N:23])[CH:16]=[CH:15]2.